This data is from Forward reaction prediction with 1.9M reactions from USPTO patents (1976-2016). The task is: Predict the product of the given reaction. (1) Given the reactants [CH:1]1([CH2:7][O:8][C:9]2[CH:14]=[CH:13][CH:12]=[CH:11][C:10]=2[CH:15]2[O:19][N:18]=[C:17]([C:20]3[N:21]=[C:22]([CH:25]4[CH2:30][CH2:29][N:28](C(OC(C)(C)C)=O)[CH2:27][CH2:26]4)[S:23][CH:24]=3)[CH2:16]2)[CH2:6][CH2:5][CH2:4][CH2:3][CH2:2]1.[ClH:38], predict the reaction product. The product is: [Cl-:38].[CH:1]1([CH2:7][O:8][C:9]2[CH:14]=[CH:13][CH:12]=[CH:11][C:10]=2[CH:15]2[O:19][N:18]=[C:17]([C:20]3[N:21]=[C:22]([CH:25]4[CH2:26][CH2:27][NH2+:28][CH2:29][CH2:30]4)[S:23][CH:24]=3)[CH2:16]2)[CH2:2][CH2:3][CH2:4][CH2:5][CH2:6]1. (2) Given the reactants Br.[NH2:2][C@@H:3]([CH2:8][C:9]([F:12])([F:11])[CH3:10])[C:4]([O:6][CH3:7])=[O:5].N1C=CC=CC=1.[C:19](Cl)(Cl)=[O:20].C1(C)C=CC=CC=1, predict the reaction product. The product is: [F:12][C:9]([F:11])([CH3:10])[CH2:8][C@H:3]([N:2]=[C:19]=[O:20])[C:4]([O:6][CH3:7])=[O:5]. (3) The product is: [OH:8][CH2:9][C:10]([C@H:12]([C@@H:14]([C@H:16]([CH2:18][OH:19])[OH:17])[OH:15])[OH:13])=[O:11]. Given the reactants C([O-])([O-])=O.[Ca+2].[Na+].[Cl-].[OH:8][CH2:9][C@@H:10]([C@H:12]([C@@H:14]([C@@H:16]([CH2:18][OH:19])[OH:17])[OH:15])[OH:13])[OH:11], predict the reaction product.